Dataset: Reaction yield outcomes from USPTO patents with 853,638 reactions. Task: Predict the reaction yield, written as a fraction of the theoretical maximum amount of product (1.0 means a 100% yield; for example, 0.34 means a 34% yield). (1) The reactants are [Br:1][C:2]1[CH:3]=[C:4]([N:12]([CH:14]([CH2:16][CH3:17])[CH3:15])[CH3:13])[C:5]([CH3:11])=[C:6]([CH:10]=1)[C:7]([OH:9])=O.C(Cl)CCl.C1C=CC2N(O)N=NC=2C=1.CN1CCOCC1.Cl.[NH2:40][CH2:41][C:42]1[C:43](=[O:50])[NH:44][C:45]([CH3:49])=[CH:46][C:47]=1[CH3:48]. The catalyst is CS(C)=O. The product is [Br:1][C:2]1[CH:3]=[C:4]([N:12]([CH:14]([CH2:16][CH3:17])[CH3:15])[CH3:13])[C:5]([CH3:11])=[C:6]([CH:10]=1)[C:7]([NH:40][CH2:41][C:42]1[C:43](=[O:50])[NH:44][C:45]([CH3:49])=[CH:46][C:47]=1[CH3:48])=[O:9]. The yield is 0.270. (2) The reactants are [CH3:1][C:2]1[C:7]([N+:8]([O-:10])=[O:9])=[CH:6][C:5]([C:11]#[C:12][Si](C)(C)C)=[CH:4][N:3]=1.C(=O)([O-])[O-].[K+].[K+]. The catalyst is CO. The product is [C:11]([C:5]1[CH:6]=[C:7]([N+:8]([O-:10])=[O:9])[C:2]([CH3:1])=[N:3][CH:4]=1)#[CH:12]. The yield is 0.920. (3) The reactants are [CH3:1][CH:2]([CH3:14])[CH:3](O)[CH2:4][CH2:5][NH:6][C:7]1[CH:12]=[CH:11][CH:10]=[CH:9][CH:8]=1.[OH-].[Na+]. The catalyst is OS(O)(=O)=O. The product is [CH3:1][C:2]1([CH3:14])[CH2:3][CH2:4][CH2:5][NH:6][C:7]2[CH:12]=[CH:11][CH:10]=[CH:9][C:8]1=2. The yield is 0.0800. (4) The reactants are [C:1]([O:4][C:5]1[CH:6]=[C:7]2[C:12](=[CH:13][C:14]=1[O:15][CH3:16])[N:11]=[CH:10][N:9]=[C:8]2Cl)(=[O:3])[CH3:2].[Br:18][C:19]1[CH:25]=[CH:24][C:22]([NH2:23])=[C:21]([F:26])[CH:20]=1. The catalyst is C(O)(C)C. The product is [C:1]([O:4][C:5]1[CH:6]=[C:7]2[C:12](=[CH:13][C:14]=1[O:15][CH3:16])[N:11]=[CH:10][N:9]=[C:8]2[NH:23][C:22]1[CH:24]=[CH:25][C:19]([Br:18])=[CH:20][C:21]=1[F:26])(=[O:3])[CH3:2]. The yield is 0.845. (5) The reactants are [CH2:1]([O:8][N:9]1[C:15](=[O:16])[N:14]2[CH2:17][C@H:10]1[CH2:11][CH2:12][C@H:13]2[C:18]([OH:20])=O)[C:2]1[CH:7]=[CH:6][CH:5]=[CH:4][CH:3]=1.C([N:23](CC)CC)C.ClC(OCC(C)C)=O.N. The catalyst is ClCCl.CCCCCC.C(OCC)(=O)C.O. The product is [CH2:1]([O:8][N:9]1[C:15](=[O:16])[N:14]2[CH2:17][C@H:10]1[CH2:11][CH2:12][C@H:13]2[C:18]([NH2:23])=[O:20])[C:2]1[CH:3]=[CH:4][CH:5]=[CH:6][CH:7]=1. The yield is 0.790. (6) The reactants are [N:1]([C:4]1[CH:8]=[CH:7][N:6]([CH2:9][C:10]2[CH:15]=[CH:14][CH:13]=[C:12]([CH3:16])[N:11]=2)[N:5]=1)=[C:2]=[S:3].[CH3:17][C:18]1[CH:22]=[C:21]([CH3:23])[N:20]([CH:24]([CH3:29])[C:25]([NH:27][NH2:28])=[O:26])[N:19]=1. The catalyst is C(Cl)Cl. The product is [CH3:17][C:18]1[CH:22]=[C:21]([CH3:23])[N:20]([CH:24]([CH3:29])[C:25]([NH:27][NH:28][C:2](=[S:3])[NH:1][C:4]2[CH:8]=[CH:7][N:6]([CH2:9][C:10]3[CH:15]=[CH:14][CH:13]=[C:12]([CH3:16])[N:11]=3)[N:5]=2)=[O:26])[N:19]=1. The yield is 1.00. (7) The reactants are [C:1]([CH2:4][C:5]1[CH:13]=[CH:12][CH:11]=[C:10]([F:14])[C:6]=1[C:7]([OH:9])=[O:8])([OH:3])=O.[C:15](OC(=O)C)(=O)C.N1C=CC=CC=1.[OH-].[Na+].Cl. The catalyst is O1CCCC1. The product is [F:14][C:10]1[CH:11]=[CH:12][CH:13]=[C:5]([CH2:4][C:1](=[O:3])[CH3:15])[C:6]=1[C:7]([OH:9])=[O:8]. The yield is 0.557.